From a dataset of Catalyst prediction with 721,799 reactions and 888 catalyst types from USPTO. Predict which catalyst facilitates the given reaction. (1) Reactant: [Cl:1][C:2]1[CH:3]=[N:4][N:5]([CH3:16])[C:6]=1[C:7]1[N:8]=[C:9]([C:12]([O:14]C)=[O:13])[S:10][CH:11]=1.[OH-].[K+]. Product: [Cl:1][C:2]1[CH:3]=[N:4][N:5]([CH3:16])[C:6]=1[C:7]1[N:8]=[C:9]([C:12]([OH:14])=[O:13])[S:10][CH:11]=1. The catalyst class is: 20. (2) The catalyst class is: 173. Product: [I:1][C:2]1[CH:3]=[N:4][N:5]([CH2:14][CH2:15][O:16][CH:17]2[CH2:22][CH2:21][CH2:20][CH2:19][O:18]2)[CH:6]=1. Reactant: [I:1][C:2]1[CH:3]=[N:4][NH:5][CH:6]=1.C([O-])([O-])=O.[Cs+].[Cs+].Br[CH2:14][CH2:15][O:16][CH:17]1[CH2:22][CH2:21][CH2:20][CH2:19][O:18]1. (3) Reactant: [N+:1]([C:4]1[CH:9]=[CH:8][CH:7]=[CH:6][C:5]=1[S:10](Cl)(=[O:12])=[O:11])([O-:3])=[O:2].[NH2:14][CH2:15][CH2:16][N:17]([CH3:25])[C:18](=[O:24])[O:19][C:20]([CH3:23])([CH3:22])[CH3:21].C(N(CC)CC)C. Product: [CH3:25][N:17]([CH2:16][CH2:15][NH:14][S:10]([C:5]1[CH:6]=[CH:7][CH:8]=[CH:9][C:4]=1[N+:1]([O-:3])=[O:2])(=[O:12])=[O:11])[C:18](=[O:24])[O:19][C:20]([CH3:23])([CH3:21])[CH3:22]. The catalyst class is: 46. (4) Reactant: [Br:1][C:2]1[CH:11]=[CH:10][CH:9]=[C:8]2[C:3]=1[CH2:4][CH2:5][N:6]=[C:7]2[C:12]1[CH:17]=[CH:16][C:15]([C:18]([F:21])([F:20])[F:19])=[CH:14][CH:13]=1.CO.[BH4-].[Na+]. Product: [Br:1][C:2]1[CH:11]=[CH:10][CH:9]=[C:8]2[C:3]=1[CH2:4][CH2:5][NH:6][CH:7]2[C:12]1[CH:17]=[CH:16][C:15]([C:18]([F:19])([F:20])[F:21])=[CH:14][CH:13]=1. The catalyst class is: 6. (5) Reactant: [C:1]([OH:5])(=O)[CH2:2][CH3:3].CN(C(ON1N=NC2C=CC=NC1=2)=[N+](C)C)C.F[P-](F)(F)(F)(F)F.CN1CCOCC1.[Cl:37][C:38]1[CH:43]=[CH:42][CH:41]=[CH:40][C:39]=1[C:44]1[O:48][C:47]([C:49]2[CH:54]=[CH:53][N:52]=[C:51]([NH2:55])[CH:50]=2)=[N:46][C:45]=1[C:56]1[N:60](COCC[Si](C)(C)C)[CH:59]=[N:58][N:57]=1. Product: [Cl:37][C:38]1[CH:43]=[CH:42][CH:41]=[CH:40][C:39]=1[C:44]1[O:48][C:47]([C:49]2[CH:54]=[CH:53][N:52]=[C:51]([NH:55][C:1](=[O:5])[CH2:2][CH3:3])[CH:50]=2)=[N:46][C:45]=1[C:56]1[NH:60][CH:59]=[N:58][N:57]=1. The catalyst class is: 64. (6) Reactant: F[C:2]1[CH:7]=[CH:6][C:5]([N+:8]([O-:10])=[O:9])=[CH:4][CH:3]=1.[CH3:11][NH:12][CH2:13][CH2:14][OH:15]. Product: [CH3:11][N:12]([CH2:13][CH2:14][OH:15])[C:2]1[CH:7]=[CH:6][C:5]([N+:8]([O-:10])=[O:9])=[CH:4][CH:3]=1. The catalyst class is: 60.